This data is from Forward reaction prediction with 1.9M reactions from USPTO patents (1976-2016). The task is: Predict the product of the given reaction. (1) Given the reactants [C:1]([O:4][CH2:5][C:6]1[C:11]([N:12]2[CH2:21][CH2:20][C:19]3[C:14](=[CH:15][CH:16]=[C:17]([CH:22]4[CH2:24][CH2:23]4)[CH:18]=3)[C:13]2=[O:25])=[CH:10][CH:9]=[CH:8][C:7]=1Br)(=[O:3])[CH3:2].[B:27]1([B:27]2[O:31][C:30]([CH3:33])([CH3:32])[C:29]([CH3:35])([CH3:34])[O:28]2)[O:31][C:30]([CH3:33])([CH3:32])[C:29]([CH3:35])([CH3:34])[O:28]1.C1(P(C2CCCCC2)C2C=CC=CC=2C2C(C(C)C)=CC(C(C)C)=CC=2C(C)C)CCCCC1.C([O-])(=O)C.[K+].O1CCOCC1, predict the reaction product. The product is: [C:1]([O:4][CH2:5][C:6]1[C:7]([B:27]2[O:31][C:30]([CH3:33])([CH3:32])[C:29]([CH3:35])([CH3:34])[O:28]2)=[CH:8][CH:9]=[CH:10][C:11]=1[N:12]1[CH2:21][CH2:20][C:19]2[C:14](=[CH:15][CH:16]=[C:17]([CH:22]3[CH2:24][CH2:23]3)[CH:18]=2)[C:13]1=[O:25])(=[O:3])[CH3:2]. (2) Given the reactants CS([C:5]1[N:17]=[C:8]2[N:9]=[C:10]([CH2:15][CH3:16])[CH:11]=[C:12]([CH2:13][CH3:14])[N:7]2[N:6]=1)(=O)=O.[F:18][C:19]1[CH:28]=[CH:27][C:22]([O:23][CH2:24][CH2:25][OH:26])=[CH:21][CH:20]=1, predict the reaction product. The product is: [CH2:15]([C:10]1[CH:11]=[C:12]([CH2:13][CH3:14])[N:7]2[N:6]=[C:5]([O:26][CH2:25][CH2:24][O:23][C:22]3[CH:27]=[CH:28][C:19]([F:18])=[CH:20][CH:21]=3)[N:17]=[C:8]2[N:9]=1)[CH3:16].